Dataset: Reaction yield outcomes from USPTO patents with 853,638 reactions. Task: Predict the reaction yield, written as a fraction of the theoretical maximum amount of product (1.0 means a 100% yield; for example, 0.34 means a 34% yield). (1) The reactants are [CH3:1][O:2][C:3]1[CH:8]=[CH:7][CH:6]=[CH:5][C:4]=1[C:9]1[NH:10][C:11]2[C:16]([CH:17]=1)=[CH:15][C:14]([C:18]1[CH2:19][CH:20]3[N:25]([CH2:26][CH2:27][N:28](C)[C:29](=O)OC(C)(C)C)[CH:23]([CH:24]=1)[CH2:22][CH2:21]3)=[CH:13][CH:12]=2.C(O)(C(F)(F)F)=O. The catalyst is [Pd].CO.ClC(Cl)C. The product is [CH3:1][O:2][C:3]1[CH:8]=[CH:7][CH:6]=[CH:5][C:4]=1[C:9]1[NH:10][C:11]2[C:16]([CH:17]=1)=[CH:15][C:14]([CH:18]1[CH2:19][CH:20]3[N:25]([CH2:26][CH2:27][NH:28][CH3:29])[CH:23]([CH2:22][CH2:21]3)[CH2:24]1)=[CH:13][CH:12]=2. The yield is 0.990. (2) The reactants are [Br:1][C:2]1[C:3]([CH:8]=[O:9])=[N:4][N:5]([CH3:7])[CH:6]=1.[CH3:10][Mg]Br. The catalyst is C(OCC)C. The product is [Br:1][C:2]1[C:3]([CH:8]([OH:9])[CH3:10])=[N:4][N:5]([CH3:7])[CH:6]=1. The yield is 0.490. (3) The reactants are [C:1]([N:4]1[C:13]2[C:8](=[CH:9][C:10]([CH:14]3[CH2:19][CH2:18][N:17](C(OC(C)(C)C)=O)[CH2:16][CH2:15]3)=[CH:11][CH:12]=2)[C@H:7]([NH:27][C:28]2[CH:33]=[N:32][C:31]([CH3:34])=[CH:30][N:29]=2)[C@@H:6]([CH3:35])[C@@H:5]1[CH3:36])(=[O:3])[CH3:2].[ClH:37]. The catalyst is O1CCOCC1. The product is [ClH:37].[CH3:36][C@H:5]1[C@H:6]([CH3:35])[C@@H:7]([NH:27][C:28]2[CH:33]=[N:32][C:31]([CH3:34])=[CH:30][N:29]=2)[C:8]2[C:13](=[CH:12][CH:11]=[C:10]([CH:14]3[CH2:15][CH2:16][NH:17][CH2:18][CH2:19]3)[CH:9]=2)[N:4]1[C:1](=[O:3])[CH3:2]. The yield is 0.900. (4) The reactants are [CH3:1][O:2][C:3]1[CH:8]=[C:7]([N+:9]([O-:11])=[O:10])[CH:6]=[CH:5][C:4]=1[OH:12].[O:13]1[CH2:17][CH2:16]OC1=O. The catalyst is [I-].C([N+](CCCC)(CCCC)CCCC)CCC.CCOC(C)=O. The product is [CH3:1][O:2][C:3]1[CH:8]=[C:7]([N+:9]([O-:11])=[O:10])[CH:6]=[CH:5][C:4]=1[O:12][CH2:16][CH2:17][OH:13]. The yield is 1.00. (5) The reactants are Br[CH2:2][CH2:3][CH2:4][CH3:5].C(=O)([O-])[O-].[K+].[K+].[CH2:12]([O:19][C:20]1[CH:25]=[CH:24][NH:23][C:22](=[O:26])[CH:21]=1)[C:13]1[CH:18]=[CH:17][CH:16]=[CH:15][CH:14]=1. The catalyst is C(#N)C. The product is [CH2:12]([O:19][C:20]1[CH:25]=[CH:24][N:23]([CH2:2][CH2:3][CH2:4][CH3:5])[C:22](=[O:26])[CH:21]=1)[C:13]1[CH:14]=[CH:15][CH:16]=[CH:17][CH:18]=1. The yield is 0.980. (6) The reactants are [CH3:1][NH:2][C:3](=[O:12])[C:4]1[CH:9]=[CH:8][C:7]([NH2:10])=[CH:6][C:5]=1[F:11].[C:13]1(=O)[CH2:17][CH2:16][CH2:15][CH2:14]1.[Si]([C:23]#[N:24])(C)(C)C. The catalyst is C(OCC)(=O)C. The product is [CH3:1][NH:2][C:3](=[O:12])[C:4]1[CH:9]=[CH:8][C:7]([NH:10][C:13]2([C:23]#[N:24])[CH2:17][CH2:16][CH2:15][CH2:14]2)=[CH:6][C:5]=1[F:11]. The yield is 0.630. (7) The reactants are Br[C:2]1[N:7]=[N:6][C:5]([NH2:8])=[N:4][C:3]=1[C:9]1[CH:14]=[CH:13][CH:12]=[CH:11][CH:10]=1.[F:15][C:16]([F:25])([F:24])[C:17]1[CH:18]=[C:19]([OH:23])[CH:20]=[CH:21][CH:22]=1. No catalyst specified. The product is [C:9]1([C:3]2[N:4]=[C:5]([NH2:8])[N:6]=[N:7][C:2]=2[O:23][C:19]2[CH:20]=[CH:21][CH:22]=[C:17]([C:16]([F:15])([F:24])[F:25])[CH:18]=2)[CH:14]=[CH:13][CH:12]=[CH:11][CH:10]=1. The yield is 0.0400.